The task is: Binary Classification. Given a miRNA mature sequence and a target amino acid sequence, predict their likelihood of interaction.. This data is from Experimentally validated miRNA-target interactions with 360,000+ pairs, plus equal number of negative samples. (1) The miRNA is mmu-miR-423-3p with sequence AGCUCGGUCUGAGGCCCCUCAGU. The protein sequence of the target gene is MEKVPGDMEIERRERSEELSEAERKAVQATWARLYANCEDVGVAILVRFFVNFPSAKQYFSQFRHMEDPLEMERSPQLRKHACRVMGALNTVVENLHDPDKVSSVLALVGKAHALKHKVEPMYFKILSGVILEVIAEEFANDFPVETQKAWAKLRGLIYSHVTAAYKEVGWVQQVPNTTTPPATLPSSGP. Result: 0 (no interaction). (2) The miRNA is hsa-miR-335-5p with sequence UCAAGAGCAAUAACGAAAAAUGU. The protein sequence of the target gene is MARATLSAAPSNPRLLRVALLLLLLVAASRRAAGAPLATELRCQCLQTLQGIHLKNIQSVKVKSPGPHCAQTEVIATLKNGQKACLNPASPMVKKIIEKMLKNGKSN. Result: 1 (interaction). (3) The miRNA is hsa-miR-1184 with sequence CCUGCAGCGACUUGAUGGCUUCC. The protein sequence of the target gene is MPVPPPPAPPPPPTFALANTEKPTLNKTEQAGRNALLSDISKGKKLKKTVTNDRSAPILDKPKGAGASAGGYGGGGGGGGGGGGGGGGSGGNFGGGGPPGLGGLFQAGMPKLRSTANRDNDSGGSRPPILPPGGRATSAKPFSPPSGPGRFPAPSPGHRSGPPEPPRNRMPPPRPDVGSKPDSLPPPVPNTPRPVPSSLHNRGSPAGLGAPRPPFPGNRGAAFGAGSARQNPSGSSSPFPRPPLPPTPSRALDDKPPPPPPPVGNRPSMHREAVPPPPSQTSKPPVPSTPRPGLGSQAPP.... Result: 0 (no interaction). (4) Result: 0 (no interaction). The protein sequence of the target gene is MRPWTLAVTKWPPSAPVGHWRVSTRLSSSPGQLWGRPSNLSVEEHRASAPAGRSPRMLHPATQQSPFMVDLHEQVHQGPVPLSYTVTTVTTQGFPLPTSQHIPGCSAQQLPACSVMFSGQHYPLCCLPPPQLIQACTMQQLPGPYHTYPHLISSDHYILHPPPPAPPPQPTHMAPLGQFVSLQTQHPRMPLQRLDNEMDLRGDQHPLGSFTYSTSATGPALSPSVPLHYLPHDPLHQELSFGVPYSHMMPRRLSTQRYRLQQPLPPPPPPPPPSYYPSFLPYFLSMLPMSPTTVGPTISL.... The miRNA is hsa-miR-4430 with sequence AGGCUGGAGUGAGCGGAG. (5) The miRNA is hsa-miR-149-5p with sequence UCUGGCUCCGUGUCUUCACUCCC. The protein sequence of the target gene is MEAHNVSAPFNFSLPPGFGHRATDTALSVILVVMLLLIMLSLGCTMEFSKIKAHFWKPKGVIIAIVAQYGIMPLSAFLLGKVFHLTSIEALAILICGCSPGGNLSNLFTLAMKGDMNLSIVMTTCSSFTALGMMPLLLYIYSKGIYDGDLKDKVPYKGIMLSLVMVLIPCAIGIFLKSKRPHYVPYVLKAGMIITFSLSVAVTVLSVINVGNSIMFVMTPHLLATSSLMPFTGFLMGYILSALFRLNPSCRRTISMETGFQNVQLCSTILNVTFPPEVIGPLFFFPLLYMIFQLAEGLLF.... Result: 0 (no interaction). (6) The miRNA is hsa-miR-888-5p with sequence UACUCAAAAAGCUGUCAGUCA. The protein sequence of the target gene is MSYYLSSENHLDPGPIYMRENGQLHMVNLALDGVRSSLQKPRPFRLFPKGFSVELCMNREDDTARKEKTDHFIFTYTREGNLRYSAKSLFSLVLGFISDNVDHIDSLIGFPEQIAEKLFSAAEARQKFTEPGAGLRALQKFTEAYGSLVLCSLCLRNRYLVISEKLEEIKSFRELTCLDLSCCKLGDEHELLEHLTNEALSSVTQLHLKDNCLSDAGVRKMTAPVRVMKRGLENLTLLDLSCNPEITDAGIGYLFSFRKLNCLDISGTGLKDIKTVKHKLQTHIGLVHSKVPLKEFDHSN.... Result: 1 (interaction). (7) The miRNA is hsa-miR-548ac with sequence CAAAAACCGGCAAUUACUUUUG. The protein sequence of the target gene is MNNHVSSKPSTMKLKHTINPILLYFIHFLISLYTILTYIPFYFFSESRQEKSNRIKAKPVNSKPDSAYRSVNSLDGLASVLYPGCDTLDKVFTYAKNKFKNKRLLGTREVLNEEDEVQPNGKIFKKVILGQYNWLSYEDVFVRAFNFGNGLQMLGQKPKTNIAIFCETRAEWMIAAQACFMYNFQLVTLYATLGGPAIVHALNETEVTNIITSKELLQTKLKDIVSLVPRLRHIITVDGKPPTWSEFPKGIIVHTMAAVEALGAKASMENQPHSKPLPSDIAVIMYTSGSTGLPKGVMIS.... Result: 1 (interaction).